From a dataset of Catalyst prediction with 721,799 reactions and 888 catalyst types from USPTO. Predict which catalyst facilitates the given reaction. (1) Reactant: Cl.[CH3:2][NH:3][O:4][CH3:5].[CH3:6][O:7][C:8]1[CH:13]=[CH:12][CH:11]=[CH:10][C:9]=1[S:14]([N:17]([CH3:36])[C:18]1[CH:19]=[CH:20][CH:21]=[C:22]2[C:26]=1[NH:25][C:24]([C:27]1[S:28][CH:29]([CH2:32][C:33](O)=[O:34])[CH2:30][N:31]=1)=[CH:23]2)(=[O:16])=[O:15].N1(O)C2C=CC=CC=2N=N1.Cl.CN(C)CCCN=C=NCC. Product: [CH3:5][O:4][N:3]([CH3:2])[C:33](=[O:34])[CH2:32][CH:29]1[S:28][C:27]([C:24]2[NH:25][C:26]3[C:22]([CH:23]=2)=[CH:21][CH:20]=[CH:19][C:18]=3[N:17]([S:14]([C:9]2[CH:10]=[CH:11][CH:12]=[CH:13][C:8]=2[O:7][CH3:6])(=[O:15])=[O:16])[CH3:36])=[N:31][CH2:30]1. The catalyst class is: 842. (2) Reactant: [Br:1][C:2]1[C:7]([CH3:8])=[C:6]([N+:9]([O-])=O)[CH:5]=[CH:4][C:3]=1O.[C:13]([O-:16])([O-])=O.[K+].[K+].[CH3:19]I. Product: [Br:1][C:2]1[C:3]([O:16][CH3:13])=[CH:4][CH:5]=[C:6]2[C:7]=1[CH:8]=[CH:19][NH:9]2. The catalyst class is: 21. (3) Reactant: [CH3:1][C:2]1([CH3:39])[N:6]([CH2:7][C:8]2[CH:13]=[CH:12][N:11]=[C:10]([NH:14][C:15](=[O:23])OC3C=CC=CC=3)[N:9]=2)[C:5](=[O:24])[N:4]([C:25]2[CH:30]=[CH:29][C:28]([S:31]([C:34]([F:37])([F:36])[F:35])(=[O:33])=[O:32])=[CH:27][CH:26]=2)[C:3]1=[O:38].[CH3:40][NH:41][CH3:42]. Product: [CH3:39][C:2]1([CH3:1])[N:6]([CH2:7][C:8]2[CH:13]=[CH:12][N:11]=[C:10]([NH:14][C:15](=[O:23])[N:41]([CH3:42])[CH3:40])[N:9]=2)[C:5](=[O:24])[N:4]([C:25]2[CH:26]=[CH:27][C:28]([S:31]([C:34]([F:35])([F:37])[F:36])(=[O:32])=[O:33])=[CH:29][CH:30]=2)[C:3]1=[O:38]. The catalyst class is: 7. (4) Reactant: [Cl:1][C:2]1[CH:3]=[CH:4][C:5]([O:12][CH3:13])=[C:6]([CH2:8][C:9](Cl)=[O:10])[CH:7]=1.[NH3:14].C(OCC)C. Product: [Cl:1][C:2]1[CH:3]=[CH:4][C:5]([O:12][CH3:13])=[C:6]([CH2:8][C:9]([NH2:14])=[O:10])[CH:7]=1. The catalyst class is: 7. (5) Reactant: [C:1]([C:5]1[CH:6]=[C:7](Br)[CH:8]=[C:9]([C:11]([CH3:14])([CH3:13])[CH3:12])[CH:10]=1)([CH3:4])([CH3:3])[CH3:2].[Mg].[C:17]([C:21]1[CH:22]=[C:23]([Mg]Br)[CH:24]=[C:25]([C:27]([CH3:30])([CH3:29])[CH3:28])[CH:26]=1)([CH3:20])([CH3:19])[CH3:18].Cl[P:34](Cl)[C:35]1[CH:40]=[CH:39][CH:38]=[CH:37][C:36]=1[P:41](Cl)Cl. Product: [C:1]([C:5]1[CH:6]=[C:7]([P:34]([C:7]2[CH:6]=[C:5]([C:1]([CH3:3])([CH3:2])[CH3:4])[CH:10]=[C:9]([C:11]([CH3:14])([CH3:13])[CH3:12])[CH:8]=2)[C:35]2[CH:40]=[CH:39][CH:38]=[CH:37][C:36]=2[P:41]([C:7]2[CH:8]=[C:9]([C:11]([CH3:14])([CH3:13])[CH3:12])[CH:10]=[C:5]([C:1]([CH3:4])([CH3:3])[CH3:2])[CH:6]=2)[C:23]2[CH:22]=[C:21]([C:17]([CH3:20])([CH3:19])[CH3:18])[CH:26]=[C:25]([C:27]([CH3:30])([CH3:29])[CH3:28])[CH:24]=2)[CH:8]=[C:9]([C:11]([CH3:14])([CH3:13])[CH3:12])[CH:10]=1)([CH3:4])([CH3:3])[CH3:2]. The catalyst class is: 1. (6) Reactant: [Cl:1][C:2]1[CH:7]=[CH:6][C:5]([S:8]([NH:11][C@@H:12]([C:20]2[C:24]([C:25]#[CH:26])=[C:23]([CH3:27])[O:22][N:21]=2)[CH2:13][C:14]2[CH:19]=[CH:18][CH:17]=[CH:16][CH:15]=2)(=[O:10])=[O:9])=[CH:4][CH:3]=1. Product: [Cl:1][C:2]1[CH:7]=[CH:6][C:5]([S:8]([NH:11][C@@H:12]([C:20]2[C:24]([CH2:25][CH3:26])=[C:23]([CH3:27])[O:22][N:21]=2)[CH2:13][C:14]2[CH:19]=[CH:18][CH:17]=[CH:16][CH:15]=2)(=[O:9])=[O:10])=[CH:4][CH:3]=1. The catalyst class is: 50.